Predict the reactants needed to synthesize the given product. From a dataset of Full USPTO retrosynthesis dataset with 1.9M reactions from patents (1976-2016). (1) Given the product [CH3:8][C:6]1[CH:5]=[CH:4][N:3]=[C:2]([C:12]2[CH:13]=[CH:14][CH:15]=[CH:16][C:11]=2[C:10]([F:21])([F:20])[F:9])[N:7]=1, predict the reactants needed to synthesize it. The reactants are: Cl[C:2]1[N:7]=[C:6]([CH3:8])[CH:5]=[CH:4][N:3]=1.[F:9][C:10]([F:21])([F:20])[C:11]1[CH:16]=[CH:15][CH:14]=[CH:13][C:12]=1B(O)O.C1(P(C2CCCCC2)C2C=CC=CC=2C2C=CC=CC=2N(C)C)CCCCC1.P([O-])([O-])([O-])=O.[K+].[K+].[K+]. (2) Given the product [Cl:2][C:3]1[CH:12]=[CH:11][C:10]2[CH2:9][N:8]([C:22]([O:21][CH3:20])=[O:23])[CH2:7][CH2:6][C:5]=2[N:4]=1, predict the reactants needed to synthesize it. The reactants are: Cl.[Cl:2][C:3]1[CH:12]=[CH:11][C:10]2[CH2:9][NH:8][CH2:7][CH2:6][C:5]=2[N:4]=1.CCN(CC)CC.[CH3:20][O:21][C:22](Cl)=[O:23]. (3) Given the product [Cl:1][C:2]1[CH:3]=[N:4][C:5]2[N:6]([N:8]=[C:9]([C:11]([N:22]3[CH2:21][CH2:20][C:19]4[C:24](=[C:15]([F:14])[CH:16]=[CH:17][CH:18]=4)[CH:23]3[C:25]([F:26])([F:28])[F:27])=[O:13])[CH:10]=2)[CH:7]=1, predict the reactants needed to synthesize it. The reactants are: [Cl:1][C:2]1[CH:3]=[N:4][C:5]2[N:6]([N:8]=[C:9]([C:11]([OH:13])=O)[CH:10]=2)[CH:7]=1.[F:14][C:15]1[CH:16]=[CH:17][CH:18]=[C:19]2[C:24]=1[CH:23]([C:25]([F:28])([F:27])[F:26])[NH:22][CH2:21][CH2:20]2. (4) Given the product [N:34]1([S:8]([C:7]2[C:2]([NH2:1])=[N:3][CH:4]=[C:5]([C:12]3[CH:13]=[C:14]4[C:19](=[CH:20][CH:21]=3)[N:18]=[CH:17][CH:16]=[C:15]4[C:22]3[CH:27]=[CH:26][N:25]=[CH:24][CH:23]=3)[CH:6]=2)(=[O:10])=[O:9])[CH2:39][CH2:38][CH2:37][CH2:36][CH2:35]1, predict the reactants needed to synthesize it. The reactants are: [NH2:1][C:2]1[C:7]([S:8](Cl)(=[O:10])=[O:9])=[CH:6][C:5]([C:12]2[CH:13]=[C:14]3[C:19](=[CH:20][CH:21]=2)[N:18]=[CH:17][CH:16]=[C:15]3[C:22]2[CH:27]=[CH:26][N:25]=[CH:24][CH:23]=2)=[CH:4][N:3]=1.O1CCOCC1.[NH:34]1[CH2:39][CH2:38][CH2:37][CH2:36][CH2:35]1.N1C=CC=CC=1. (5) Given the product [C:1]1(=[O:6])[O:5][CH2:4][CH2:3][O:2]1.[C:7]1(=[O:13])[O:12][CH:10]([CH3:11])[CH2:9][O:8]1, predict the reactants needed to synthesize it. The reactants are: [C:1]1(=[O:6])[O:5][CH2:4][CH2:3][O:2]1.[C:7]1(=[O:13])[O:12][CH:10]([CH3:11])[CH2:9][O:8]1. (6) Given the product [NH2:11][CH2:14][C:15]1[C:16](=[O:40])[N:17]([CH2:30][CH2:31][CH2:32][C:33]2[CH:38]=[CH:37][C:36]([F:39])=[CH:35][CH:34]=2)[N:18]=[C:19]([C:21]2[CH:26]=[CH:25][C:24]([O:27][CH3:28])=[C:23]([F:29])[CH:22]=2)[CH:20]=1, predict the reactants needed to synthesize it. The reactants are: C(OC(N1CC[N:11]([CH2:14][C:15]2[C:16](=[O:40])[N:17]([CH2:30][CH2:31][CH2:32][C:33]3[CH:38]=[CH:37][C:36]([F:39])=[CH:35][CH:34]=3)[N:18]=[C:19]([C:21]3[CH:26]=[CH:25][C:24]([O:27][CH3:28])=[C:23]([F:29])[CH:22]=3)[CH:20]=2)CC1)=O)(C)(C)C.FC1C=C(C2C=C(COS(C)(=O)=O)C(=O)N(CCCC3C=CC(F)=CC=3)N=2)C=CC=1OC. (7) Given the product [Br:13][C:14]1[CH:15]=[C:16]([CH:20]=[CH:21][C:22]=1[Cl:23])[C:17]([N:33]([O:34][CH3:35])[CH3:32])=[O:18], predict the reactants needed to synthesize it. The reactants are: C(N1C=CN=C1)(N1C=CN=C1)=O.[Br:13][C:14]1[CH:15]=[C:16]([CH:20]=[CH:21][C:22]=1[Cl:23])[C:17](O)=[O:18].C(N(CC)CC)C.Cl.[CH3:32][NH:33][O:34][CH3:35].